From a dataset of Forward reaction prediction with 1.9M reactions from USPTO patents (1976-2016). Predict the product of the given reaction. (1) Given the reactants [CH3:1][C:2]1[CH:3]=[C:4]([OH:12])[CH:5]=[C:6]([CH3:11])[C:7]=1[N+:8]([O-:10])=[O:9].[F:13][C:14]1[CH:21]=[CH:20][C:17]([CH2:18]Cl)=[CH:16][CH:15]=1.C(=O)([O-])[O-].[K+].[K+], predict the reaction product. The product is: [F:13][C:14]1[CH:21]=[CH:20][C:17]([CH2:18][O:12][C:4]2[CH:5]=[C:6]([CH3:11])[C:7]([N+:8]([O-:10])=[O:9])=[C:2]([CH3:1])[CH:3]=2)=[CH:16][CH:15]=1. (2) Given the reactants [C:1]([C:5]1[O:9][N:8]=[C:7]([NH:10][C:11]([NH:13][C:14]2[CH:19]=[CH:18][C:17]([C:20]3[N:21]=[C:22]4[N:26]([CH:27]=3)[C:25]3[CH:28]=[CH:29][C:30]([O:32][CH2:33][CH2:34]Cl)=[CH:31][C:24]=3[S:23]4)=[CH:16][CH:15]=2)=[O:12])[CH:6]=1)([CH3:4])([CH3:3])[CH3:2].Cl.[CH2:37]([O:39][C:40](=[O:43])[CH2:41][NH2:42])C.C(=O)([O-])[O-].[K+].[K+].[I-].[Na+], predict the reaction product. The product is: [CH3:37][O:39][C:40](=[O:43])[CH2:41][NH:42][CH2:34][CH2:33][O:32][C:30]1[CH:29]=[CH:28][C:25]2[N:26]3[CH:27]=[C:20]([C:17]4[CH:18]=[CH:19][C:14]([NH:13][C:11]([NH:10][C:7]5[CH:6]=[C:5]([C:1]([CH3:4])([CH3:3])[CH3:2])[O:9][N:8]=5)=[O:12])=[CH:15][CH:16]=4)[N:21]=[C:22]3[S:23][C:24]=2[CH:31]=1. (3) Given the reactants [CH2:1]([N:8]1[CH2:13][CH2:12][N:11]([C:14]2[CH:19]=[CH:18][C:17]([O:20][CH2:21][C:22]3[CH:27]=[CH:26][CH:25]=[CH:24][CH:23]=3)=[CH:16][CH:15]=2)[C@@H:10]([CH2:28][O:29]CC2C=CC(OC)=CC=2)[CH2:9]1)[C:2]1[CH:7]=[CH:6][CH:5]=[CH:4][CH:3]=1.ClCCl, predict the reaction product. The product is: [CH2:1]([N:8]1[CH2:13][CH2:12][N:11]([C:14]2[CH:19]=[CH:18][C:17]([O:20][CH2:21][C:22]3[CH:23]=[CH:24][CH:25]=[CH:26][CH:27]=3)=[CH:16][CH:15]=2)[CH:10]([CH2:28][OH:29])[CH2:9]1)[C:2]1[CH:7]=[CH:6][CH:5]=[CH:4][CH:3]=1. (4) Given the reactants [Cl:1][C:2]1[CH:7]=[CH:6][C:5]([C:8]2[C:12]3[CH2:13][N:14]([S:17]([CH3:20])(=[O:19])=[O:18])[CH2:15][CH2:16][C:11]=3[N:10]([CH2:21][CH2:22][CH2:23][N:24]3[CH2:29][CH2:28][CH:27]([C:30]([NH2:32])=[O:31])[CH2:26][CH2:25]3)[N:9]=2)=[CH:4][C:3]=1I.[NH:34]1[CH2:39][CH2:38]O[CH2:36][CH2:35]1, predict the reaction product. The product is: [Cl:1][C:2]1[CH:7]=[CH:6][C:5]([C:8]2[C:12]3[CH2:13][N:14]([S:17]([CH3:20])(=[O:19])=[O:18])[CH2:15][CH2:16][C:11]=3[N:10]([CH2:21][CH2:22][CH2:23][N:24]3[CH2:29][CH2:28][CH:27]([C:30]([NH2:32])=[O:31])[CH2:26][CH2:25]3)[N:9]=2)=[CH:4][C:3]=1[C:7]#[C:6][C:5]1[CH:8]=[C:38]2[C:2]([CH2:36][CH2:35][NH:34][CH2:39]2)=[CH:3][CH:4]=1.